Dataset: CYP1A2 inhibition data for predicting drug metabolism from PubChem BioAssay. Task: Regression/Classification. Given a drug SMILES string, predict its absorption, distribution, metabolism, or excretion properties. Task type varies by dataset: regression for continuous measurements (e.g., permeability, clearance, half-life) or binary classification for categorical outcomes (e.g., BBB penetration, CYP inhibition). Dataset: cyp1a2_veith. (1) The compound is CNc1ccnc(-c2ccccc2OC)n1. The result is 1 (inhibitor). (2) The drug is CC(C)NC(=O)N1CCC2(CC1)CCN(C(=O)c1csnn1)CC2. The result is 0 (non-inhibitor). (3) The molecule is Cc1nc2sc(C#N)c(N)c2c2c1CCCC2. The result is 1 (inhibitor). (4) The drug is C[C@@H](CCCCC(=O)Nc1ccc(C(F)(F)F)cc1)NCCc1cnc[nH]1. The result is 0 (non-inhibitor). (5) The drug is Clc1ccc(CO[C@@H](Cn2ccnc2)c2ccc(Cl)cc2Cl)cc1. The result is 1 (inhibitor). (6) The drug is N#Cc1ccccc1CN1C(=O)S/C(=C/c2cccn2-c2cccc(C(=O)O)c2)C1=O. The result is 0 (non-inhibitor).